Task: Predict the product of the given reaction.. Dataset: Forward reaction prediction with 1.9M reactions from USPTO patents (1976-2016) (1) Given the reactants C([O-])(O)=O.[Na+].[NH:6]1[CH2:10][CH2:9][CH2:8][C@@H:7]1[CH2:11][OH:12].[Br:13][C:14]1[CH:19]=[CH:18][C:17]([S:20](Cl)(=[O:22])=[O:21])=[CH:16][CH:15]=1, predict the reaction product. The product is: [Br:13][C:14]1[CH:19]=[CH:18][C:17]([S:20]([N:6]2[CH2:10][CH2:9][CH2:8][C@@H:7]2[CH2:11][OH:12])(=[O:22])=[O:21])=[CH:16][CH:15]=1. (2) Given the reactants C([O:5][C:6](=[O:17])[CH2:7][N:8]1[C:16]2[C:11](=[CH:12][CH:13]=[CH:14][CH:15]=2)[CH:10]=[N:9]1)(C)(C)C.C(O)(C(F)(F)F)=O, predict the reaction product. The product is: [N:8]1([CH2:7][C:6]([OH:17])=[O:5])[C:16]2[C:11](=[CH:12][CH:13]=[CH:14][CH:15]=2)[CH:10]=[N:9]1. (3) Given the reactants [CH2:1]([O:3][C:4]1[CH:13]=[C:12]2[C:7]([C:8]([CH:16]([CH3:18])[CH3:17])=[CH:9][C:10]([CH3:15])([CH3:14])[O:11]2)=[CH:6][C:5]=1[C:19]([CH3:30])=[C:20]([F:29])[CH:21]=[CH:22][C:23]([CH3:28])=[CH:24][C:25]([O-:27])=[O:26])[CH3:2].C1COCC1.[OH-].[Na+], predict the reaction product. The product is: [CH2:1]([O:3][C:4]1[CH:13]=[C:12]2[C:7]([C:8]([CH:16]([CH3:18])[CH3:17])=[CH:9][C:10]([CH3:14])([CH3:15])[O:11]2)=[CH:6][C:5]=1[C:19]([CH3:30])=[C:20]([F:29])[CH:21]=[CH:22][C:23]([CH3:28])=[CH:24][C:25]([OH:27])=[O:26])[CH3:2].